From a dataset of TCR-epitope binding with 47,182 pairs between 192 epitopes and 23,139 TCRs. Binary Classification. Given a T-cell receptor sequence (or CDR3 region) and an epitope sequence, predict whether binding occurs between them. (1) The epitope is WICLLQFAY. Result: 1 (the TCR binds to the epitope). The TCR CDR3 sequence is CASSYSNFYGYTF. (2) The epitope is MPASWVMRI. The TCR CDR3 sequence is CASSWTGTTYNEQFF. Result: 1 (the TCR binds to the epitope). (3) The epitope is QIKVRVKMV. The TCR CDR3 sequence is CASSEVGGLDTEAFF. Result: 0 (the TCR does not bind to the epitope). (4) The TCR CDR3 sequence is CASNAPGQETQYF. Result: 0 (the TCR does not bind to the epitope). The epitope is NLDSKVGGNY. (5) The epitope is DPFRLLQNSQVFS. The TCR CDR3 sequence is CASSPLQGRNQPQHF. Result: 1 (the TCR binds to the epitope). (6) The epitope is ISDYDYYRY. The TCR CDR3 sequence is CASSSYFYNEQFF. Result: 0 (the TCR does not bind to the epitope). (7) The epitope is YLNTLTLAV. The TCR CDR3 sequence is CASRNHYEQYF. Result: 1 (the TCR binds to the epitope). (8) Result: 0 (the TCR does not bind to the epitope). The TCR CDR3 sequence is CASSQDGYSDFYNEQFF. The epitope is FQPTNGVGY.